Dataset: Catalyst prediction with 721,799 reactions and 888 catalyst types from USPTO. Task: Predict which catalyst facilitates the given reaction. (1) Reactant: [Cl:1][C:2]1[N:7]=[C:6](Cl)[CH:5]=[CH:4][N:3]=1.[NH2:9][C:10]1[CH:11]=[C:12]([C:17](=[O:19])[CH3:18])[CH:13]=[CH:14][C:15]=1[CH3:16].CCN(C(C)C)C(C)C. Product: [Cl:1][C:2]1[N:7]=[C:6]([NH:9][C:10]2[CH:11]=[C:12]([C:17](=[O:19])[CH3:18])[CH:13]=[CH:14][C:15]=2[CH3:16])[CH:5]=[CH:4][N:3]=1. The catalyst class is: 41. (2) Reactant: [Cl:1][C:2]1[C:10]2[C:5](=[CH:6][CH:7]=[C:8]([O:11][CH3:12])[CH:9]=2)[NH:4][C:3]=1[C:13]#[N:14].Cl.[NH2:16][OH:17].C(N(CC)CC)C. Product: [Cl:1][C:2]1[C:10]2[C:5](=[CH:6][CH:7]=[C:8]([O:11][CH3:12])[CH:9]=2)[NH:4][C:3]=1[C:13]([NH:16][OH:17])=[NH:14]. The catalyst class is: 40. (3) Reactant: [CH2:1]([C:3]1[CH:8]=[C:7]([N+:9]([O-:11])=[O:10])[C:6]([O:12][CH3:13])=[CH:5][C:4]=1F)[CH3:2].[CH3:15][S:16]([CH2:19][CH2:20][CH:21]1[CH2:26][CH2:25][NH:24][CH2:23][CH2:22]1)(=[O:18])=[O:17].C([O-])([O-])=O.[K+].[K+].CS(C)=O. Product: [CH2:1]([C:3]1[CH:8]=[C:7]([N+:9]([O-:11])=[O:10])[C:6]([O:12][CH3:13])=[CH:5][C:4]=1[N:24]1[CH2:25][CH2:26][CH:21]([CH2:20][CH2:19][S:16]([CH3:15])(=[O:18])=[O:17])[CH2:22][CH2:23]1)[CH3:2]. The catalyst class is: 6. (4) Reactant: [CH3:1][C:2]1([CH3:9])[CH2:7][CH2:6][C:5](=[O:8])[CH:4]=[CH:3]1. Product: [CH3:1][C:2]1([CH3:9])[CH2:7][CH2:6][C:5](=[O:8])[CH2:4][CH2:3]1. The catalyst class is: 99. (5) Reactant: [CH:1]([C:4]1[CH:9]=[CH:8][C:7]([CH:10]2[C:14]3[C:15]([CH3:29])=[C:16]([NH:21][C:22](=[O:28])[CH2:23][C:24]([CH3:27])([CH3:26])[CH3:25])[C:17]([CH3:20])=[C:18]([CH3:19])[C:13]=3[O:12][CH2:11]2)=[CH:6][C:5]=1[O:30]C)([CH3:3])[CH3:2].B(Br)(Br)Br.O. Product: [OH:30][C:5]1[CH:6]=[C:7]([CH:10]2[C:14]3[C:15]([CH3:29])=[C:16]([NH:21][C:22](=[O:28])[CH2:23][C:24]([CH3:27])([CH3:26])[CH3:25])[C:17]([CH3:20])=[C:18]([CH3:19])[C:13]=3[O:12][CH2:11]2)[CH:8]=[CH:9][C:4]=1[CH:1]([CH3:3])[CH3:2]. The catalyst class is: 4. (6) Reactant: [CH:1]1([C:4]2[NH:8][N:7]=[C:6]([N:9]3[CH:17]=[N:16][C:15]4[C:10]3=[N:11][C:12]([NH:23][C@H:24]([C:26]3[CH:31]=[CH:30][C:29]([F:32])=[CH:28][CH:27]=3)[CH3:25])=[N:13][C:14]=4[C:18](OCC)=[O:19])[CH:5]=2)[CH2:3][CH2:2]1.[H-].[Al+3].[Li+].[H-].[H-].[H-].O.O.O.O.O.O.O.O.O.O.S([O-])([O-])(=O)=O.[Na+].[Na+]. Product: [CH:1]1([C:4]2[NH:8][N:7]=[C:6]([N:9]3[CH:17]=[N:16][C:15]4[C:10]3=[N:11][C:12]([NH:23][C@H:24]([C:26]3[CH:31]=[CH:30][C:29]([F:32])=[CH:28][CH:27]=3)[CH3:25])=[N:13][C:14]=4[CH2:18][OH:19])[CH:5]=2)[CH2:3][CH2:2]1. The catalyst class is: 1.